From a dataset of Full USPTO retrosynthesis dataset with 1.9M reactions from patents (1976-2016). Predict the reactants needed to synthesize the given product. Given the product [N:1]1[CH:6]=[CH:5][C:4]([C:7]2[CH:8]=[C:9]([CH:14]=[CH:15][CH:16]=2)[C:10]([OH:12])=[O:11])=[N:3][CH:2]=1, predict the reactants needed to synthesize it. The reactants are: [N:1]1[CH:6]=[CH:5][C:4]([C:7]2[CH:8]=[C:9]([CH:14]=[CH:15][CH:16]=2)[C:10]([O:12]C)=[O:11])=[N:3][CH:2]=1.C[O-].[Na+].